This data is from Forward reaction prediction with 1.9M reactions from USPTO patents (1976-2016). The task is: Predict the product of the given reaction. (1) Given the reactants [F:1][C:2]1[CH:7]=[CH:6][C:5]([NH:8][C:9]([C:11]2[C:15]([NH2:16])=[CH:14][NH:13][N:12]=2)=[O:10])=[CH:4][CH:3]=1.[Cl:17][C:18]1[C:23](Cl)=[N:22][CH:21]=[CH:20][N:19]=1, predict the reaction product. The product is: [F:1][C:2]1[CH:3]=[CH:4][C:5]([NH:8][C:9]([C:11]2[C:15]([NH:16][C:23]3[C:18]([Cl:17])=[N:19][CH:20]=[CH:21][N:22]=3)=[CH:14][NH:13][N:12]=2)=[O:10])=[CH:6][CH:7]=1. (2) Given the reactants [CH2:1]([O:3][C:4]1[CH:9]=[CH:8][N+:7]([O-])=[C:6]([C:11]2[O:12][C:13](=[O:17])[N:14]([CH3:16])[N:15]=2)[CH:5]=1)[CH3:2].C(OC1C=CN=C(C2OC(=O)N(C)N=2)C=1)C.C1C=C([Cl:40])C=C(C(OO)=O)C=1.C(=O)(O)[O-].[Na+], predict the reaction product. The product is: [Cl:40][C:8]1[N:7]=[C:6]([C:11]2[O:12][C:13](=[O:17])[N:14]([CH3:16])[N:15]=2)[CH:5]=[C:4]([O:3][CH2:1][CH3:2])[CH:9]=1. (3) Given the reactants [Cl:1][C:2]1[C:10]2[N:9]=[C:8]([NH:11][C:12]3[C:17]([CH3:18])=[CH:16][C:15]([Cl:19])=[CH:14][C:13]=3[O:20][CH3:21])[N:7]([CH3:22])[C:6]=2[C:5]([C:23](O)([CH:27]([CH3:29])[CH3:28])[CH:24]([CH3:26])[CH3:25])=[CH:4][CH:3]=1, predict the reaction product. The product is: [Cl:1][C:2]1[C:10]2[N:9]=[C:8]([NH:11][C:12]3[C:17]([CH3:18])=[CH:16][C:15]([Cl:19])=[CH:14][C:13]=3[O:20][CH3:21])[N:7]([CH3:22])[C:6]=2[C:5]([C:23]([CH:27]([CH3:29])[CH3:28])=[C:24]([CH3:25])[CH3:26])=[CH:4][CH:3]=1.